Dataset: Forward reaction prediction with 1.9M reactions from USPTO patents (1976-2016). Task: Predict the product of the given reaction. Given the reactants [Br:1][C:2]1[CH:25]=[C:24]2[C:5]([CH2:6][C:7]3([C:17]42[NH:21][C:20](=S)[C:19]([CH3:23])=[N:18]4)[CH2:12][CH2:11][CH:10]([C:13]([F:16])([F:15])[F:14])[CH2:9][CH2:8]3)=[CH:4][CH:3]=1.[NH3:26], predict the reaction product. The product is: [Br:1][C:2]1[CH:25]=[C:24]2[C:5]([CH2:6][C:7]3([C:17]42[N:21]=[C:20]([NH2:26])[C:19]([CH3:23])=[N:18]4)[CH2:12][CH2:11][CH:10]([C:13]([F:16])([F:15])[F:14])[CH2:9][CH2:8]3)=[CH:4][CH:3]=1.